Dataset: Reaction yield outcomes from USPTO patents with 853,638 reactions. Task: Predict the reaction yield, written as a fraction of the theoretical maximum amount of product (1.0 means a 100% yield; for example, 0.34 means a 34% yield). (1) The reactants are [C:1]([C:5]1[CH:10]=[CH:9][C:8]([N:11]2[CH:15]=[CH:14][C:13]([C:16]3[CH:23]=[CH:22][C:19]([C:20]#[N:21])=[CH:18][CH:17]=3)=[N:12]2)=[CH:7][CH:6]=1)(=[O:4])[CH2:2][CH3:3].N1C=CC(C2C=CC(C#N)=CC=2)=N1.BrC1C=CC(C(=O)CC)=CC=1.C([O-])([O-])=O.[Cs+].[Cs+]. The catalyst is [Cu]I.OC1C=CC=C2C=1N=CC=C2.CN(C=O)C.O. The product is [OH:4][CH:1]([C:5]1[CH:6]=[CH:7][C:8]([N:11]2[CH:15]=[CH:14][C:13]([C:16]3[CH:17]=[CH:18][C:19]([C:20]#[N:21])=[CH:22][CH:23]=3)=[N:12]2)=[CH:9][CH:10]=1)[CH2:2][CH3:3]. The yield is 0.860. (2) The reactants are [N:1]([CH2:4][CH:5]1[O:9][C:8](=[O:10])[N:7]([C:11]2[CH:20]=[C:19]3[C:14]([CH:15]=[C:16]([C:22]4[CH:27]=[CH:26][CH:25]=[CH:24][C:23]=4[C:28]([F:31])([F:30])[F:29])[NH:17][C:18]3=[O:21])=[CH:13][CH:12]=2)[CH2:6]1)=[N+]=[N-].C1(P(C2C=CC=CC=2)C2C=CC=CC=2)C=CC=CC=1.O.Cl. The catalyst is O1CCCC1. The product is [NH2:1][CH2:4][CH:5]1[O:9][C:8](=[O:10])[N:7]([C:11]2[CH:20]=[C:19]3[C:14]([CH:15]=[C:16]([C:22]4[CH:27]=[CH:26][CH:25]=[CH:24][C:23]=4[C:28]([F:29])([F:31])[F:30])[NH:17][C:18]3=[O:21])=[CH:13][CH:12]=2)[CH2:6]1. The yield is 0.980.